Dataset: Reaction yield outcomes from USPTO patents with 853,638 reactions. Task: Predict the reaction yield, written as a fraction of the theoretical maximum amount of product (1.0 means a 100% yield; for example, 0.34 means a 34% yield). (1) The reactants are [O:1]=[C:2]1[C:11]2[C:6](=[CH:7][CH:8]=[CH:9][CH:10]=2)[C:5]([CH2:12][C:13]2[CH:14]=[C:15]([CH:19]=[CH:20][CH:21]=2)[C:16](O)=[O:17])=[N:4][NH:3]1.[NH:22]1[CH2:32][CH2:31][CH:25]([C:26]([O:28]CC)=[O:27])[CH2:24][CH2:23]1.F[P-](F)(F)(F)(F)F.N1(OC(N(C)C)=[N+](C)C)C2C=CC=CC=2N=N1.C(N(CC)C(C)C)(C)C.[OH-].[Na+]. The catalyst is O1CCCC1.O.CC(N(C)C)=O. The product is [O:1]=[C:2]1[C:11]2[C:6](=[CH:7][CH:8]=[CH:9][CH:10]=2)[C:5]([CH2:12][C:13]2[CH:14]=[C:15]([CH:19]=[CH:20][CH:21]=2)[C:16]([N:22]2[CH2:23][CH2:24][CH:25]([C:26]([OH:28])=[O:27])[CH2:31][CH2:32]2)=[O:17])=[N:4][NH:3]1. The yield is 0.650. (2) The reactants are C[O:2][C:3](=[O:27])[C:4]1[CH:9]=[C:8]([O:10][CH3:11])[C:7]([NH:12][C:13]([NH:15][C:16]2[CH:21]=[N:20][C:19]([CH3:22])=[CH:18][N:17]=2)=[O:14])=[CH:6][C:5]=1[C:23]([F:26])([F:25])[F:24].CO.O.[OH-].[Li+]. The catalyst is O. The product is [CH3:11][O:10][C:8]1[C:7]([NH:12][C:13]([NH:15][C:16]2[CH:21]=[N:20][C:19]([CH3:22])=[CH:18][N:17]=2)=[O:14])=[CH:6][C:5]([C:23]([F:26])([F:24])[F:25])=[C:4]([CH:9]=1)[C:3]([OH:27])=[O:2]. The yield is 0.610. (3) The yield is 0.330. The catalyst is [Pd].CO. The reactants are [CH:1]1([N:7]2[CH2:11][CH2:10][CH:9]([CH2:12][C:13]3[CH:22]=[CH:21][C:20]4[C:15](=[CH:16][C:17]([CH:23]=[CH2:24])=[CH:18][CH:19]=4)[CH:14]=3)[C:8]2=[O:25])[CH2:6][CH2:5][CH2:4][CH2:3][CH2:2]1. The product is [CH:1]1([N:7]2[CH2:11][CH2:10][CH:9]([CH2:12][C:13]3[CH:22]=[CH:21][C:20]4[C:15](=[CH:16][C:17]([CH2:23][CH3:24])=[CH:18][CH:19]=4)[CH:14]=3)[C:8]2=[O:25])[CH2:2][CH2:3][CH2:4][CH2:5][CH2:6]1.